Dataset: NCI-60 drug combinations with 297,098 pairs across 59 cell lines. Task: Regression. Given two drug SMILES strings and cell line genomic features, predict the synergy score measuring deviation from expected non-interaction effect. (1) Drug 1: CNC(=O)C1=NC=CC(=C1)OC2=CC=C(C=C2)NC(=O)NC3=CC(=C(C=C3)Cl)C(F)(F)F. Drug 2: CCC1(CC2CC(C3=C(CCN(C2)C1)C4=CC=CC=C4N3)(C5=C(C=C6C(=C5)C78CCN9C7C(C=CC9)(C(C(C8N6C)(C(=O)OC)O)OC(=O)C)CC)OC)C(=O)OC)O.OS(=O)(=O)O. Cell line: RXF 393. Synergy scores: CSS=-2.32, Synergy_ZIP=6.80, Synergy_Bliss=2.86, Synergy_Loewe=-1.85, Synergy_HSA=0.756. (2) Drug 1: CCN(CC)CCCC(C)NC1=C2C=C(C=CC2=NC3=C1C=CC(=C3)Cl)OC. Drug 2: C1C(C(OC1N2C=NC3=C2NC=NCC3O)CO)O. Cell line: MOLT-4. Synergy scores: CSS=50.7, Synergy_ZIP=-5.11, Synergy_Bliss=-6.23, Synergy_Loewe=-5.26, Synergy_HSA=-2.21. (3) Drug 1: C1=NC2=C(N1)C(=S)N=C(N2)N. Drug 2: C(CN)CNCCSP(=O)(O)O. Cell line: TK-10. Synergy scores: CSS=20.3, Synergy_ZIP=-7.89, Synergy_Bliss=-5.58, Synergy_Loewe=-17.8, Synergy_HSA=-4.26. (4) Drug 1: C1=CC(=CC=C1C#N)C(C2=CC=C(C=C2)C#N)N3C=NC=N3. Drug 2: CN(CCCl)CCCl.Cl. Cell line: 786-0. Synergy scores: CSS=28.5, Synergy_ZIP=-7.06, Synergy_Bliss=-1.07, Synergy_Loewe=2.68, Synergy_HSA=0.0579. (5) Drug 1: C1=CC=C(C(=C1)C(C2=CC=C(C=C2)Cl)C(Cl)Cl)Cl. Drug 2: CC1CCCC2(C(O2)CC(NC(=O)CC(C(C(=O)C(C1O)C)(C)C)O)C(=CC3=CSC(=N3)C)C)C. Cell line: KM12. Synergy scores: CSS=44.1, Synergy_ZIP=4.77, Synergy_Bliss=2.82, Synergy_Loewe=-29.0, Synergy_HSA=2.63. (6) Drug 1: CC1=C(C=C(C=C1)NC2=NC=CC(=N2)N(C)C3=CC4=NN(C(=C4C=C3)C)C)S(=O)(=O)N.Cl. Drug 2: CC1CCC2CC(C(=CC=CC=CC(CC(C(=O)C(C(C(=CC(C(=O)CC(OC(=O)C3CCCCN3C(=O)C(=O)C1(O2)O)C(C)CC4CCC(C(C4)OC)O)C)C)O)OC)C)C)C)OC. Cell line: T-47D. Synergy scores: CSS=27.4, Synergy_ZIP=3.63, Synergy_Bliss=9.31, Synergy_Loewe=0.994, Synergy_HSA=10.7.